This data is from NCI-60 drug combinations with 297,098 pairs across 59 cell lines. The task is: Regression. Given two drug SMILES strings and cell line genomic features, predict the synergy score measuring deviation from expected non-interaction effect. (1) Drug 1: C1=NC2=C(N=C(N=C2N1C3C(C(C(O3)CO)O)O)F)N. Drug 2: CC1=C(N=C(N=C1N)C(CC(=O)N)NCC(C(=O)N)N)C(=O)NC(C(C2=CN=CN2)OC3C(C(C(C(O3)CO)O)O)OC4C(C(C(C(O4)CO)O)OC(=O)N)O)C(=O)NC(C)C(C(C)C(=O)NC(C(C)O)C(=O)NCCC5=NC(=CS5)C6=NC(=CS6)C(=O)NCCC[S+](C)C)O. Cell line: SN12C. Synergy scores: CSS=28.1, Synergy_ZIP=-9.56, Synergy_Bliss=1.97, Synergy_Loewe=-3.42, Synergy_HSA=0.577. (2) Drug 1: C1=CC=C(C(=C1)C(C2=CC=C(C=C2)Cl)C(Cl)Cl)Cl. Drug 2: B(C(CC(C)C)NC(=O)C(CC1=CC=CC=C1)NC(=O)C2=NC=CN=C2)(O)O. Cell line: UACC-257. Synergy scores: CSS=27.4, Synergy_ZIP=1.69, Synergy_Bliss=1.27, Synergy_Loewe=2.69, Synergy_HSA=2.84. (3) Drug 1: CS(=O)(=O)CCNCC1=CC=C(O1)C2=CC3=C(C=C2)N=CN=C3NC4=CC(=C(C=C4)OCC5=CC(=CC=C5)F)Cl. Drug 2: B(C(CC(C)C)NC(=O)C(CC1=CC=CC=C1)NC(=O)C2=NC=CN=C2)(O)O. Cell line: CAKI-1. Synergy scores: CSS=10.4, Synergy_ZIP=-4.01, Synergy_Bliss=-0.842, Synergy_Loewe=-20.4, Synergy_HSA=-6.60. (4) Drug 1: CCCS(=O)(=O)NC1=C(C(=C(C=C1)F)C(=O)C2=CNC3=C2C=C(C=N3)C4=CC=C(C=C4)Cl)F. Drug 2: CNC(=O)C1=NC=CC(=C1)OC2=CC=C(C=C2)NC(=O)NC3=CC(=C(C=C3)Cl)C(F)(F)F. Cell line: CCRF-CEM. Synergy scores: CSS=44.4, Synergy_ZIP=0.991, Synergy_Bliss=3.67, Synergy_Loewe=0.761, Synergy_HSA=1.03.